Regression. Given a peptide amino acid sequence and an MHC pseudo amino acid sequence, predict their binding affinity value. This is MHC class II binding data. From a dataset of Peptide-MHC class II binding affinity with 134,281 pairs from IEDB. (1) The peptide sequence is QPGVDIIEGPVKNVA. The MHC is DRB5_0101 with pseudo-sequence DRB5_0101. The binding affinity (normalized) is 0.220. (2) The peptide sequence is AAATAGTTVYLAFAA. The MHC is HLA-DQA10102-DQB10602 with pseudo-sequence HLA-DQA10102-DQB10602. The binding affinity (normalized) is 0.826.